From a dataset of NCI-60 drug combinations with 297,098 pairs across 59 cell lines. Regression. Given two drug SMILES strings and cell line genomic features, predict the synergy score measuring deviation from expected non-interaction effect. (1) Drug 1: CC1=C2C(C(=O)C3(C(CC4C(C3C(C(C2(C)C)(CC1OC(=O)C(C(C5=CC=CC=C5)NC(=O)OC(C)(C)C)O)O)OC(=O)C6=CC=CC=C6)(CO4)OC(=O)C)OC)C)OC. Drug 2: C(CCl)NC(=O)N(CCCl)N=O. Cell line: SW-620. Synergy scores: CSS=61.0, Synergy_ZIP=9.97, Synergy_Bliss=9.33, Synergy_Loewe=-5.42, Synergy_HSA=10.6. (2) Drug 1: CCN(CC)CCNC(=O)C1=C(NC(=C1C)C=C2C3=C(C=CC(=C3)F)NC2=O)C. Drug 2: C(CC(=O)O)C(=O)CN.Cl. Cell line: RPMI-8226. Synergy scores: CSS=3.66, Synergy_ZIP=-2.03, Synergy_Bliss=3.13, Synergy_Loewe=-0.972, Synergy_HSA=-0.245.